From a dataset of Full USPTO retrosynthesis dataset with 1.9M reactions from patents (1976-2016). Predict the reactants needed to synthesize the given product. (1) Given the product [CH3:1][C:2]1[N:3]=[C:4]([NH2:15])[S:5][C:6]=1[C:7]#[C:8][C:9]1[CH:10]=[N:11][CH:12]=[CH:13][CH:14]=1, predict the reactants needed to synthesize it. The reactants are: [CH3:1][C:2]1[N:3]=[C:4]([NH:15]C(=O)C)[S:5][C:6]=1[C:7]#[C:8][C:9]1[CH:10]=[N:11][CH:12]=[CH:13][CH:14]=1.O. (2) Given the product [CH2:22]([O:24][C:25](=[O:31])[CH2:26][C:27]1[N:21]=[C:17]2[CH:18]=[CH:19][CH:20]=[C:15]([C:13](=[O:14])[NH:12][CH2:11][C:1]34[CH2:2][CH:3]5[CH2:9][CH:7]([CH2:6][CH:5]([CH2:4]5)[CH2:10]3)[CH2:8]4)[N:16]2[CH:28]=1)[CH3:23], predict the reactants needed to synthesize it. The reactants are: [C:1]12([CH2:11][NH:12][C:13]([C:15]3[CH:20]=[CH:19][CH:18]=[C:17]([NH2:21])[N:16]=3)=[O:14])[CH2:10][CH:5]3[CH2:6][CH:7]([CH2:9][CH:3]([CH2:4]3)[CH2:2]1)[CH2:8]2.[CH2:22]([O:24][C:25](=[O:31])[CH2:26][C:27](=O)[CH2:28]Cl)[CH3:23]. (3) Given the product [F:29][C:19]([F:18])([F:28])[CH:20]([NH:21][C:15]([C:7]1[CH:6]=[CH:5][C:4]([CH:1]2[CH2:2][CH2:3]2)=[C:9]([O:10][CH2:11][CH:12]2[CH2:13][CH2:14]2)[N:8]=1)=[O:17])[C:22]1[CH:27]=[CH:26][CH:25]=[CH:24][N:23]=1, predict the reactants needed to synthesize it. The reactants are: [CH:1]1([C:4]2[CH:5]=[CH:6][C:7]([C:15]([OH:17])=O)=[N:8][C:9]=2[O:10][CH2:11][CH:12]2[CH2:14][CH2:13]2)[CH2:3][CH2:2]1.[F:18][C:19]([F:29])([F:28])[CH:20]([C:22]1[CH:27]=[CH:26][CH:25]=[CH:24][N:23]=1)[NH2:21].CO. (4) Given the product [CH3:22][C:13]1[CH:18]=[CH:17][CH:16]=[CH:15][C:14]=1[C:19]([NH:9][CH2:8][C@@H:7]([C:1]1[CH:6]=[CH:5][CH:4]=[CH:3][CH:2]=1)[CH3:10])=[O:20], predict the reactants needed to synthesize it. The reactants are: [C:1]1([C@@H:7]([CH3:10])[CH2:8][NH2:9])[CH:6]=[CH:5][CH:4]=[CH:3][CH:2]=1.[OH-].[Na+].[C:13]1([CH3:22])[C:14]([C:19](Cl)=[O:20])=[CH:15][CH:16]=[CH:17][CH:18]=1.